Dataset: Catalyst prediction with 721,799 reactions and 888 catalyst types from USPTO. Task: Predict which catalyst facilitates the given reaction. (1) Reactant: [Cl:1][C:2]1[C:9]([CH3:10])=[C:8]([C:11]2[C@@H:12]([O:20][CH3:21])[C@@H:13]3[CH2:18][C@@H:17](O)[CH2:16][N:14]3[N:15]=2)[CH:7]=[CH:6][C:3]=1[C:4]#[N:5].CC(OC(/N=N/C(OC(C)C)=O)=O)C.C1C=CC(P(C2C=CC=CC=2)C2C=CC=CC=2)=CC=1.C[I:56]. Product: [Cl:1][C:2]1[C:9]([CH3:10])=[C:8]([C:11]2[C@@H:12]([O:20][CH3:21])[C@@H:13]3[CH2:18][C@H:17]([I:56])[CH2:16][N:14]3[N:15]=2)[CH:7]=[CH:6][C:3]=1[C:4]#[N:5]. The catalyst class is: 375. (2) The catalyst class is: 35. Product: [CH3:47][C:48]1[CH:54]=[C:53]([CH3:55])[CH:52]=[CH:51][C:49]=1[NH:50][C:33](=[O:34])[CH2:32][N:31]([CH2:30][C:29]1[CH:42]=[CH:43][C:26]([CH2:25][C:24]([CH3:44])([CH3:45])[C:23]([O:22][C:18]([CH3:19])([CH3:21])[CH3:20])=[O:46])=[CH:27][CH:28]=1)[CH2:36][C:37]1[O:38][CH:39]=[CH:40][CH:41]=1. Reactant: ON1C2C=CC=CC=2N=N1.CN1CCOCC1.[C:18]([O:22][C:23](=[O:46])[C:24]([CH3:45])([CH3:44])[CH2:25][C:26]1[CH:43]=[CH:42][C:29]([CH2:30][N:31]([CH2:36][C:37]2[O:38][CH:39]=[CH:40][CH:41]=2)[CH2:32][C:33](O)=[O:34])=[CH:28][CH:27]=1)([CH3:21])([CH3:20])[CH3:19].[CH3:47][C:48]1[CH:54]=[C:53]([CH3:55])[CH:52]=[CH:51][C:49]=1[NH2:50].